Dataset: Full USPTO retrosynthesis dataset with 1.9M reactions from patents (1976-2016). Task: Predict the reactants needed to synthesize the given product. (1) The reactants are: [I:1][C:2]1[N:3]=[C:4]([CH3:10])[N:5]([CH2:7][CH2:8][NH2:9])[CH:6]=1.[F:11][C:12]([F:24])([F:23])[C:13]1[CH:18]=[CH:17][C:16]([CH2:19][CH2:20][CH:21]=O)=[CH:15][CH:14]=1. Given the product [I:1][C:2]1[N:3]=[C:4]([CH3:10])[N:5]2[CH2:7][CH2:8][NH:9][CH:21]([CH2:20][CH2:19][C:16]3[CH:17]=[CH:18][C:13]([C:12]([F:11])([F:23])[F:24])=[CH:14][CH:15]=3)[C:6]=12, predict the reactants needed to synthesize it. (2) Given the product [CH3:13][CH:12]([CH3:14])[CH2:11][CH:7]([C:8](=[O:10])[NH:26][CH2:25][C:23]1[S:24][C:20]([C:16]2[S:15][CH:19]=[CH:18][CH:17]=2)=[CH:21][CH:22]=1)[CH2:6][C:4]([O:3][CH2:1][CH3:2])=[O:5], predict the reactants needed to synthesize it. The reactants are: [CH2:1]([O:3][C:4]([CH2:6][CH:7]([CH2:11][CH:12]([CH3:14])[CH3:13])[C:8]([OH:10])=O)=[O:5])[CH3:2].[S:15]1[CH:19]=[CH:18][CH:17]=[C:16]1[C:20]1[S:24][C:23]([CH2:25][NH2:26])=[CH:22][CH:21]=1.C1C=CC2N(O)N=NC=2C=1.C(Cl)CCl.CN1CCOCC1.